Predict the product of the given reaction. From a dataset of Forward reaction prediction with 1.9M reactions from USPTO patents (1976-2016). (1) Given the reactants [C:1]([O:5][C:6](=[O:21])[NH:7][C:8]1[CH:13]=[C:12]([CH2:14][CH3:15])[C:11]([C:16]([F:19])([F:18])[F:17])=[CH:10][C:9]=1[NH2:20])([CH3:4])([CH3:3])[CH3:2].C([O:26][C:27](=O)[CH2:28][C:29]([C:31]1[CH:36]=[CH:35][CH:34]=[C:33]([C:37]2[CH:42]=[CH:41][N:40]=[C:39]([CH3:43])[CH:38]=2)[CH:32]=1)=[O:30])(C)(C)C, predict the reaction product. The product is: [C:1]([O:5][C:6](=[O:21])[NH:7][C:8]1[CH:13]=[C:12]([CH2:14][CH3:15])[C:11]([C:16]([F:19])([F:18])[F:17])=[CH:10][C:9]=1[NH:20][C:27](=[O:26])[CH2:28][C:29]([C:31]1[CH:36]=[CH:35][CH:34]=[C:33]([C:37]2[CH:42]=[CH:41][N:40]=[C:39]([CH3:43])[CH:38]=2)[CH:32]=1)=[O:30])([CH3:2])([CH3:3])[CH3:4]. (2) Given the reactants [CH3:1][O:2][C:3](=[O:14])[C@@H:4]([CH3:13])[NH:5][C:6]1[CH:11]=[CH:10][C:9]([Cl:12])=[CH:8][CH:7]=1.[CH3:15][S:16](Cl)(=[O:18])=[O:17], predict the reaction product. The product is: [CH3:1][O:2][C:3](=[O:14])[C@@H:4]([CH3:13])[N:5]([C:6]1[CH:11]=[CH:10][C:9]([Cl:12])=[CH:8][CH:7]=1)[S:16]([CH3:15])(=[O:18])=[O:17]. (3) Given the reactants [CH3:1][N:2]1[C:6]([CH2:7][O:8][C:9]2[CH:17]=[CH:16][C:12]([C:13]([OH:15])=O)=[CH:11][N:10]=2)=[C:5]([C:18]2[CH:23]=[CH:22][CH:21]=[CH:20][CH:19]=2)[N:4]=[N:3]1.[CH:24]1([NH2:27])[CH2:26][CH2:25]1, predict the reaction product. The product is: [CH:24]1([NH:27][C:13](=[O:15])[C:12]2[CH:16]=[CH:17][C:9]([O:8][CH2:7][C:6]3[N:2]([CH3:1])[N:3]=[N:4][C:5]=3[C:18]3[CH:23]=[CH:22][CH:21]=[CH:20][CH:19]=3)=[N:10][CH:11]=2)[CH2:26][CH2:25]1. (4) Given the reactants [Ge:1]([Cl:5])([Cl:4])([Cl:3])[Cl:2].[CH2:6]([Al:8]([CH2:11][CH3:12])[CH2:9][CH3:10])[CH3:7].C(N(CCC)CCC)CC.C([Al](CC)CC)C.C(N(CCC)CCC)CC, predict the reaction product. The product is: [Ge:1]([Cl:5])([Cl:4])([Cl:3])[Cl:2].[Al:8]([CH2:11][CH3:12])([CH2:9][CH3:10])[CH2:6][CH3:7].